From a dataset of Full USPTO retrosynthesis dataset with 1.9M reactions from patents (1976-2016). Predict the reactants needed to synthesize the given product. (1) Given the product [F:36][C:30]1[C:31]([F:35])=[CH:32][CH:33]=[CH:34][C:29]=1[NH:28][C:26](=[O:27])[CH2:25][C:23]1[NH:22][N:21]=[C:20]([NH:19][C:13]2[C:12]3[C:17](=[CH:18][C:9]([OH:8])=[CH:10][CH:11]=3)[N:16]=[CH:15][N:14]=2)[CH:24]=1, predict the reactants needed to synthesize it. The reactants are: C([O:8][C:9]1[CH:18]=[C:17]2[C:12]([C:13]([NH:19][C:20]3[CH:24]=[C:23]([CH2:25][C:26]([NH:28][C:29]4[CH:34]=[CH:33][CH:32]=[C:31]([F:35])[C:30]=4[F:36])=[O:27])[NH:22][N:21]=3)=[N:14][CH:15]=[N:16]2)=[CH:11][CH:10]=1)C1C=CC=CC=1.FC(F)(F)C(O)=O. (2) Given the product [CH:14]1([N:11]2[CH2:12][CH2:13][N:8]([C:7]3[CH:2]=[C:3]([NH2:18])[C:4]([NH2:15])=[CH:5][CH:6]=3)[CH2:9][CH2:10]2)[CH2:27][CH2:26][CH2:25][CH2:24]1, predict the reactants needed to synthesize it. The reactants are: F[C:2]1[C:7]([N:8]2[CH2:13][CH2:12][N:11]([CH3:14])[CH2:10][CH2:9]2)=[CH:6][CH:5]=[C:4]([N+:15]([O-])=O)[C:3]=1[NH2:18].Cl.CON.N1C=[CH:27][CH:26]=[CH:25][CH:24]=1.